From a dataset of Full USPTO retrosynthesis dataset with 1.9M reactions from patents (1976-2016). Predict the reactants needed to synthesize the given product. (1) Given the product [F:30][CH:29]([F:31])[O:28][C:25]1[CH:26]=[CH:27][C:22]([CH:17]([N:13]2[C:14](=[O:16])[C:15]3[C:11](=[CH:10][CH:9]=[CH:8][C:7]=3[NH:6][C:4]([CH:1]3[CH2:2][CH2:3]3)=[O:5])[CH2:12]2)[CH2:18][C:19](=[O:21])[N:37]([CH3:38])[CH3:36])=[CH:23][C:24]=1[O:32][CH2:33][CH3:34], predict the reactants needed to synthesize it. The reactants are: [CH:1]1([C:4]([NH:6][C:7]2[CH:8]=[CH:9][CH:10]=[C:11]3[C:15]=2[C:14](=[O:16])[N:13]([CH:17]([C:22]2[CH:27]=[CH:26][C:25]([O:28][CH:29]([F:31])[F:30])=[C:24]([O:32][CH2:33][CH3:34])[CH:23]=2)[CH2:18][C:19]([OH:21])=O)[CH2:12]3)=[O:5])[CH2:3][CH2:2]1.C1N=[CH:38][N:37](C(N2C=NC=C2)=O)[CH:36]=1.CNC. (2) Given the product [NH2:13][C:14]1[CH:19]=[C:18]([O:8][C:5]2[CH:6]=[CH:7][C:2]([NH2:1])=[C:3]([O:9][CH3:10])[CH:4]=2)[CH:17]=[CH:16][N:15]=1, predict the reactants needed to synthesize it. The reactants are: [NH2:1][C:2]1[CH:7]=[CH:6][C:5]([OH:8])=[CH:4][C:3]=1[O:9][CH3:10].[H-].[Na+].[NH2:13][C:14]1[CH:19]=[C:18](Cl)[CH:17]=[CH:16][N:15]=1.C(OCC)C. (3) Given the product [CH:17]([O:20][CH2:21][CH2:22][O:23][C:24]1[CH:25]=[C:26]([NH:27][C:14](=[O:16])[CH2:13][N:10]2[C:9]3[C:4]([N+:1]([O-:3])=[O:2])=[CH:5][CH:6]=[CH:7][C:8]=3[N:12]=[CH:11]2)[CH:28]=[C:29]([O:31][CH3:32])[CH:30]=1)([CH3:19])[CH3:18], predict the reactants needed to synthesize it. The reactants are: [N+:1]([C:4]1[C:9]2[N:10]([CH2:13][C:14]([OH:16])=O)[CH:11]=[N:12][C:8]=2[CH:7]=[CH:6][CH:5]=1)([O-:3])=[O:2].[CH:17]([O:20][CH2:21][CH2:22][O:23][C:24]1[CH:25]=[C:26]([CH:28]=[C:29]([O:31][CH3:32])[CH:30]=1)[NH2:27])([CH3:19])[CH3:18]. (4) Given the product [N:3]([CH2:6][CH2:7][CH2:8][S:9]([NH2:2])(=[O:11])=[O:10])=[N+:4]=[N-:5], predict the reactants needed to synthesize it. The reactants are: [OH-].[NH4+:2].[N:3]([CH2:6][CH2:7][CH2:8][S:9](Cl)(=[O:11])=[O:10])=[N+:4]=[N-:5]. (5) Given the product [C:27]([NH:26][CH:24]([C@H:21]1[CH2:20][CH2:19][C@H:18]([NH:17][C:12](=[O:14])[C:11]2[CH:15]=[CH:16][C:8]([C:4]3[CH:5]=[CH:6][CH:7]=[C:2]([F:1])[CH:3]=3)=[N:9][CH:10]=2)[CH2:23][CH2:22]1)[CH3:25])(=[O:29])[CH3:28], predict the reactants needed to synthesize it. The reactants are: [F:1][C:2]1[CH:3]=[C:4]([C:8]2[CH:16]=[CH:15][C:11]([C:12]([OH:14])=O)=[CH:10][N:9]=2)[CH:5]=[CH:6][CH:7]=1.[NH2:17][C@H:18]1[CH2:23][CH2:22][C@H:21]([CH:24]([NH:26][C:27](=[O:29])[CH3:28])[CH3:25])[CH2:20][CH2:19]1.F[P-](F)(F)(F)(F)F.N1(OC(N(C)C)=[N+](C)C)C2C=CC=CC=2N=N1.C(N(CC)C(C)C)(C)C. (6) The reactants are: [N:1]1[CH:6]=[CH:5][CH:4]=[CH:3][C:2]=1[C:7]1[CH:8]=[N:9][NH:10][C:11]=1[NH2:12].[Cl:13][C:14]1[CH:19]=[CH:18][C:17]([C:20](=O)[CH2:21][C:22](OC)=[O:23])=[CH:16][CH:15]=1. Given the product [Cl:13][C:14]1[CH:15]=[CH:16][C:17]([C:20]2[NH:12][C:11]3[N:10]([N:9]=[CH:8][C:7]=3[C:2]3[CH:3]=[CH:4][CH:5]=[CH:6][N:1]=3)[C:22](=[O:23])[CH:21]=2)=[CH:18][CH:19]=1, predict the reactants needed to synthesize it. (7) Given the product [C:20]([N:19]1[C:15]([C:10]2[CH:11]=[CH:12][CH:13]=[CH:14][C:9]=2[C:6]2[CH:5]=[CH:4][C:3]([CH2:2][NH:39][C@@H:40]([CH3:43])[CH2:41][OH:42])=[CH:8][CH:7]=2)=[N:16][N:17]=[N:18]1)([C:33]1[CH:38]=[CH:37][CH:36]=[CH:35][CH:34]=1)([C:21]1[CH:22]=[CH:23][CH:24]=[CH:25][CH:26]=1)[C:27]1[CH:32]=[CH:31][CH:30]=[CH:29][CH:28]=1, predict the reactants needed to synthesize it. The reactants are: Br[CH2:2][C:3]1[CH:8]=[CH:7][C:6]([C:9]2[CH:14]=[CH:13][CH:12]=[CH:11][C:10]=2[C:15]2[N:19]([C:20]([C:33]3[CH:38]=[CH:37][CH:36]=[CH:35][CH:34]=3)([C:27]3[CH:32]=[CH:31][CH:30]=[CH:29][CH:28]=3)[C:21]3[CH:26]=[CH:25][CH:24]=[CH:23][CH:22]=3)[N:18]=[N:17][N:16]=2)=[CH:5][CH:4]=1.[NH2:39][C@@H:40]([CH3:43])[CH2:41][OH:42].C(=O)([O-])[O-].[K+].[K+].O.